This data is from Forward reaction prediction with 1.9M reactions from USPTO patents (1976-2016). The task is: Predict the product of the given reaction. (1) Given the reactants [CH3:1][O:2][CH2:3][CH2:4][NH:5][C:6]1[N:11]=[CH:10][C:9]([C:12]2[NH:20][C:19]3[C:18](=[O:21])[N:17]([CH2:22][CH2:23][CH3:24])[C:16](=[O:25])[N:15]([CH2:26][CH2:27][CH3:28])[C:14]=3[CH:13]=2)=[CH:8][CH:7]=1.[F:29][C:30]1[CH:35]=[CH:34][C:33]([N:36]=[C:37]=[O:38])=[CH:32][CH:31]=1, predict the reaction product. The product is: [F:29][C:30]1[CH:35]=[CH:34][C:33]([NH:36][C:37](=[O:38])[N:5]([C:6]2[CH:7]=[CH:8][C:9]([C:12]3[NH:20][C:19]4[C:18](=[O:21])[N:17]([CH2:22][CH2:23][CH3:24])[C:16](=[O:25])[N:15]([CH2:26][CH2:27][CH3:28])[C:14]=4[CH:13]=3)=[CH:10][N:11]=2)[CH2:4][CH2:3][O:2][CH3:1])=[CH:32][CH:31]=1. (2) Given the reactants Cl[C:2]1[N:3]=[C:4]([N:16]2[CH2:21][CH2:20][O:19][CH2:18][C@@H:17]2[CH3:22])[C:5]2[CH2:10][N:9]([C:11]([O:13][CH2:14][CH3:15])=[O:12])[CH2:8][C:6]=2[N:7]=1.[F:23][C:24]1[CH:30]=[C:29](B2OC(C)(C)C(C)(C)O2)[C:28]([F:40])=[CH:27][C:25]=1[NH2:26], predict the reaction product. The product is: [CH2:8]([NH:9][C:11](=[O:12])[NH:26][C:25]1[C:24]([F:23])=[CH:30][C:29]([C:2]2[N:3]=[C:4]([N:16]3[CH2:21][CH2:20][O:19][CH2:18][C@@H:17]3[CH3:22])[C:5]3[CH2:10][N:9]([C:11]([O:13][CH2:14][CH3:15])=[O:12])[CH2:8][C:6]=3[N:7]=2)=[C:28]([F:40])[CH:27]=1)[CH3:6]. (3) Given the reactants [NH:1]([C:11]([O:13][CH2:14][C:15]1[CH:20]=[CH:19][CH:18]=[CH:17][CH:16]=1)=[O:12])[C@H:2]([C:8]([OH:10])=[O:9])[CH2:3][CH2:4][CH2:5][CH2:6][NH2:7].[OH-].[Na+].[C:23](O[C:23]([O:25][C:26]([CH3:29])([CH3:28])[CH3:27])=[O:24])([O:25][C:26]([CH3:29])([CH3:28])[CH3:27])=[O:24], predict the reaction product. The product is: [CH2:14]([O:13][C:11]([NH:1][C@H:2]([C:8]([OH:10])=[O:9])[CH2:3][CH2:4][CH2:5][CH2:6][NH:7][C:23]([O:25][C:26]([CH3:29])([CH3:28])[CH3:27])=[O:24])=[O:12])[C:15]1[CH:16]=[CH:17][CH:18]=[CH:19][CH:20]=1. (4) Given the reactants [CH3:1][C:2]([CH3:29])([CH3:28])[C:3]([O:5][C:6]1[CH:15]=[C:14]2[C:9]([C:10]([CH2:17][C:18](=[O:27])[NH:19][CH2:20][CH2:21][CH2:22][CH2:23][CH2:24][CH2:25][OH:26])=[CH:11][C:12](=[O:16])[O:13]2)=[CH:8][CH:7]=1)=[O:4].C(N(CC)CC)C.[CH:37]([N:40]([CH:48]([CH3:50])[CH3:49])[P:41](Cl)[O:42][CH2:43][CH2:44][C:45]#[N:46])([CH3:39])[CH3:38].CO, predict the reaction product. The product is: [CH3:1][C:2]([CH3:29])([CH3:28])[C:3]([O:5][C:6]1[CH:15]=[C:14]2[C:9]([C:10]([CH2:17][C:18](=[O:27])[NH:19][CH2:20][CH2:21][CH2:22][CH2:23][CH2:24][CH2:25][O:26][P:41]([N:40]([CH:48]([CH3:50])[CH3:49])[CH:37]([CH3:38])[CH3:39])[O:42][CH2:43][CH2:44][C:45]#[N:46])=[CH:11][C:12](=[O:16])[O:13]2)=[CH:8][CH:7]=1)=[O:4]. (5) Given the reactants [CH:1]([C:3]1[CH:8]=[CH:7][C:6]([C:9]2[NH:35][C:12]3=[N:13][CH:14]=[CH:15][C:16]([C:17]4[C:18]([C:23]5[CH:28]=[CH:27][C:26]([NH:29][C:30](=[O:34])[N:31]([CH3:33])[CH3:32])=[CH:25][CH:24]=5)=[N:19][N:20]([CH3:22])[CH:21]=4)=[C:11]3[CH:10]=2)=[CH:5][CH:4]=1)=O.[CH2:36]([NH:38][CH2:39][CH2:40][OH:41])[CH3:37], predict the reaction product. The product is: [CH2:36]([N:38]([CH2:1][C:3]1[CH:4]=[CH:5][C:6]([C:9]2[NH:35][C:12]3=[N:13][CH:14]=[CH:15][C:16]([C:17]4[C:18]([C:23]5[CH:28]=[CH:27][C:26]([NH:29][C:30](=[O:34])[N:31]([CH3:33])[CH3:32])=[CH:25][CH:24]=5)=[N:19][N:20]([CH3:22])[CH:21]=4)=[C:11]3[CH:10]=2)=[CH:7][CH:8]=1)[CH2:39][CH2:40][OH:41])[CH3:37].